Dataset: Catalyst prediction with 721,799 reactions and 888 catalyst types from USPTO. Task: Predict which catalyst facilitates the given reaction. (1) Reactant: Br[CH2:2][C:3]1[C:7]([C:8](=[O:16])[NH:9][N:10]2[CH2:15][CH2:14][CH2:13][CH2:12][CH2:11]2)=[N:6][N:5]([C:17]2[CH:22]=[CH:21][C:20]([Cl:23])=[CH:19][C:18]=2[Cl:24])[C:4]=1[C:25]1[CH:30]=[CH:29][C:28]([O:31][S:32]([CH2:35][CH2:36][CH3:37])(=[O:34])=[O:33])=[CH:27][CH:26]=1.[C:38]1(=[O:48])[NH:42][C:41](=[O:43])[C:40]2=[CH:44][CH:45]=[CH:46][CH:47]=[C:39]12.[K].O. Product: [Cl:24][C:18]1[CH:19]=[C:20]([Cl:23])[CH:21]=[CH:22][C:17]=1[N:5]1[C:4]([C:25]2[CH:30]=[CH:29][C:28]([O:31][S:32]([CH2:35][CH2:36][CH3:37])(=[O:34])=[O:33])=[CH:27][CH:26]=2)=[C:3]([CH2:2][N:42]2[C:38](=[O:48])[C:39]3[C:40](=[CH:44][CH:45]=[CH:46][CH:47]=3)[C:41]2=[O:43])[C:7]([C:8](=[O:16])[NH:9][N:10]2[CH2:11][CH2:12][CH2:13][CH2:14][CH2:15]2)=[N:6]1. The catalyst class is: 3. (2) Reactant: [N+:1]([C:4]1[CH:9]=[CH:8][C:7]([OH:10])=[CH:6][CH:5]=1)([O-:3])=[O:2].C(=O)([O-])[O-].[K+].[K+].Br[CH2:18][CH2:19][OH:20]. Product: [N+:1]([C:4]1[CH:9]=[CH:8][C:7]([O:10][CH2:18][CH2:19][OH:20])=[CH:6][CH:5]=1)([O-:3])=[O:2]. The catalyst class is: 3. (3) Reactant: [CH3:1][C:2]1[N:7]=[C:6](Cl)[C:5]([N+:9]([O-:11])=[O:10])=[C:4]([Cl:12])[N:3]=1.[CH2:13]([CH:15]([NH2:18])[CH2:16][CH3:17])[CH3:14]. Product: [Cl:12][C:4]1[N:3]=[C:2]([CH3:1])[N:7]=[C:6]([NH:18][CH:15]([CH2:16][CH3:17])[CH2:13][CH3:14])[C:5]=1[N+:9]([O-:11])=[O:10]. The catalyst class is: 1. (4) Reactant: [S:1]([N:11]1[C:15]2=[N:16][CH:17]=[C:18]([CH:20]=[O:21])[N:19]=[C:14]2[CH:13]=[CH:12]1)([C:4]1[CH:10]=[CH:9][C:7]([CH3:8])=[CH:6][CH:5]=1)(=[O:3])=[O:2].Br[CH2:23][CH:24]=[CH2:25].[In].Cl. Product: [S:1]([N:11]1[C:15]2[N:16]=[CH:17][C:18]([CH:20]([OH:21])[CH2:25][CH:24]=[CH2:23])=[N:19][C:14]=2[CH:13]=[CH:12]1)([C:4]1[CH:5]=[CH:6][C:7]([CH3:8])=[CH:9][CH:10]=1)(=[O:2])=[O:3]. The catalyst class is: 249. (5) Reactant: [S:1]1[C:5]2[CH:6]=[CH:7][CH:8]=[CH:9][C:4]=2[C:3]([N:10]2[CH2:15][CH2:14][N:13]([CH2:16][CH2:17][C:18]3[CH:23]=[CH:22][CH:21]=[CH:20][C:19]=3N)[CH2:12][CH2:11]2)=[N:2]1.[CH2:25]([N:27](CC)CC)[CH3:26].C(Cl)(=[O:34])C. Product: [S:1]1[C:5]2[CH:6]=[CH:7][CH:8]=[CH:9][C:4]=2[C:3]([N:10]2[CH2:15][CH2:14][N:13]([CH2:16][CH2:17][C:18]3[CH:19]=[CH:20][C:21]([NH:27][C:25](=[O:34])[CH3:26])=[CH:22][CH:23]=3)[CH2:12][CH2:11]2)=[N:2]1. The catalyst class is: 2. (6) The catalyst class is: 13. Product: [OH:17][CH2:16][CH2:15][N:13]1[C:2]2[C:10](=[CH:9][CH:8]=[CH:7][C:3]=2[C:4]([O:6][CH3:18])=[O:5])[CH:11]=[N:14]1. Reactant: F[C:2]1[C:10]([CH:11]=O)=[CH:9][CH:8]=[CH:7][C:3]=1[C:4]([O-:6])=[O:5].[NH:13]([CH2:15][CH2:16][OH:17])[NH2:14].[CH3:18]O. (7) Reactant: [C:1]([O:5][C:6]([N:8]([C:26]([O:28][C:29]([CH3:32])([CH3:31])[CH3:30])=[O:27])[C:9]1[C:17]2[C:12](=[CH:13][C:14](Br)=[CH:15][CH:16]=2)[N:11]([C:19]([O:21][C:22]([CH3:25])([CH3:24])[CH3:23])=[O:20])[N:10]=1)=[O:7])([CH3:4])([CH3:3])[CH3:2].[B:33]1([B:33]2[O:37][C:36]([CH3:39])([CH3:38])[C:35]([CH3:41])([CH3:40])[O:34]2)[O:37][C:36]([CH3:39])([CH3:38])[C:35]([CH3:41])([CH3:40])[O:34]1.C([O-])(=O)C.[K+]. Product: [C:1]([O:5][C:6]([N:8]([C:26]([O:28][C:29]([CH3:32])([CH3:31])[CH3:30])=[O:27])[C:9]1[C:17]2[C:12](=[CH:13][C:14]([B:33]3[O:37][C:36]([CH3:39])([CH3:38])[C:35]([CH3:41])([CH3:40])[O:34]3)=[CH:15][CH:16]=2)[N:11]([C:19]([O:21][C:22]([CH3:25])([CH3:24])[CH3:23])=[O:20])[N:10]=1)=[O:7])([CH3:4])([CH3:3])[CH3:2]. The catalyst class is: 54. (8) Reactant: [F:1][C:2]1[CH:7]=[CH:6][C:5]([F:8])=[CH:4][C:3]=1[C:9]1[N:10]([CH2:20][C:21]2[N:26]=[C:25]([C:27]([OH:29])=O)[CH:24]=[CH:23][CH:22]=2)[C:11]2[C:16]([CH:17]=1)=[CH:15][C:14]([O:18][CH3:19])=[CH:13][CH:12]=2.[N:30]#[C:31][NH2:32].Cl.C(N=C=NCCCN(C)C)C.Cl. Product: [C:31]([NH:32][C:27]([C:25]1[CH:24]=[CH:23][CH:22]=[C:21]([CH2:20][N:10]2[C:11]3[C:16](=[CH:15][C:14]([O:18][CH3:19])=[CH:13][CH:12]=3)[CH:17]=[C:9]2[C:3]2[CH:4]=[C:5]([F:8])[CH:6]=[CH:7][C:2]=2[F:1])[N:26]=1)=[O:29])#[N:30]. The catalyst class is: 112. (9) Reactant: [Cl:1][C:2]1[CH:8]=[C:7]([O:9][C:10]2[C:19]3[C:14](=[CH:15][C:16]([O:22][CH3:23])=[C:17]([O:20][CH3:21])[CH:18]=3)[N:13]=[CH:12][N:11]=2)[CH:6]=[CH:5][C:3]=1[NH2:4].C1(C)C=CC=CC=1.C(N(CC)CC)C.Cl[C:39](Cl)([O:41]C(=O)OC(Cl)(Cl)Cl)Cl.[Br:50][C:51]1[CH:52]=[C:53]([CH:57]=[CH:58][CH:59]=1)[CH:54]([OH:56])[CH3:55]. Product: [Cl:1][C:2]1[CH:8]=[C:7]([O:9][C:10]2[C:19]3[C:14](=[CH:15][C:16]([O:22][CH3:23])=[C:17]([O:20][CH3:21])[CH:18]=3)[N:13]=[CH:12][N:11]=2)[CH:6]=[CH:5][C:3]=1[NH:4][C:39](=[O:41])[O:56][CH:54]([C:53]1[CH:57]=[CH:58][CH:59]=[C:51]([Br:50])[CH:52]=1)[CH3:55]. The catalyst class is: 2. (10) Reactant: [Br:1][C:2]1[CH:7]=[C:6]([S:8]([CH2:11][CH3:12])(=[O:10])=[O:9])[CH:5]=[CH:4][C:3]=1F.[CH:14]1([CH2:17][NH2:18])[CH2:16][CH2:15]1. Product: [Br:1][C:2]1[CH:7]=[C:6]([S:8]([CH2:11][CH3:12])(=[O:10])=[O:9])[CH:5]=[CH:4][C:3]=1[NH:18][CH2:17][CH:14]1[CH2:16][CH2:15]1. The catalyst class is: 12.